This data is from Reaction yield outcomes from USPTO patents with 853,638 reactions. The task is: Predict the reaction yield, written as a fraction of the theoretical maximum amount of product (1.0 means a 100% yield; for example, 0.34 means a 34% yield). (1) The reactants are O[CH2:2][CH:3]([NH:5][S:6]([C:9]1[CH:14]=[CH:13][C:12]([C:15]2[C:16]3[C:17]4[CH:30]=[CH:29][S:28][C:18]=4[C:19](=[O:27])[NH:20][C:21]=3[CH:22]=[CH:23][C:24]=2[O:25][CH3:26])=[CH:11][CH:10]=1)(=[O:8])=[O:7])[CH3:4].C1(P(C2C=CC=CC=2)C2C=CC=CC=2)C=CC=CC=1.C1C(=O)N([Cl:57])C(=O)C1. The product is [Cl:57][CH2:2][CH:3]([NH:5][S:6]([C:9]1[CH:14]=[CH:13][C:12]([C:15]2[C:16]3[C:17]4[CH:30]=[CH:29][S:28][C:18]=4[C:19](=[O:27])[NH:20][C:21]=3[CH:22]=[CH:23][C:24]=2[O:25][CH3:26])=[CH:11][CH:10]=1)(=[O:8])=[O:7])[CH3:4]. The yield is 0.740. The catalyst is CN(C=O)C.C(Cl)(Cl)(Cl)Cl.O. (2) The reactants are C(C([NH:13][C@H:14]([C:18]([NH:20][CH:21]([CH:30]([OH:43])[CH2:31][O:32][C:33]1[C:38]([F:39])=[C:37]([F:40])[CH:36]=[C:35]([F:41])[C:34]=1[F:42])[CH2:22][C:23]([O:25][C:26]([CH3:29])([CH3:28])[CH3:27])=[O:24])=[O:19])[CH:15]([CH3:17])[CH3:16])=O)(OCC1C=CC=CC=1)=O. The catalyst is CO.[Pd]. The product is [NH2:13][C@H:14]([C:18]([NH:20][CH:21]([CH:30]([OH:43])[CH2:31][O:32][C:33]1[C:34]([F:42])=[C:35]([F:41])[CH:36]=[C:37]([F:40])[C:38]=1[F:39])[CH2:22][C:23]([O:25][C:26]([CH3:28])([CH3:29])[CH3:27])=[O:24])=[O:19])[CH:15]([CH3:17])[CH3:16]. The yield is 0.980. (3) The reactants are [CH3:1][C:2]1[C:8]([N+:9]([O-:11])=[O:10])=[CH:7][CH:6]=[CH:5][C:3]=1[NH2:4].C(O)(=O)C.[N:16]([O-])=O.[Na+]. The catalyst is O. The product is [N+:9]([C:8]1[CH:7]=[CH:6][CH:5]=[C:3]2[C:2]=1[CH:1]=[N:16][NH:4]2)([O-:11])=[O:10]. The yield is 0.700. (4) The reactants are [C@@H:1]12[CH2:7][NH:6][C@@H:5]1[CH2:4][N:3]([C:8]([O:10][CH2:11][C:12]1[CH:17]=[CH:16][CH:15]=[CH:14][CH:13]=1)=[O:9])[CH2:2]2.[Cl:18][C:19]1[C:24]([Cl:25])=[CH:23][C:22](I)=[CH:21][N:20]=1.C1(P(C2C=CC=CC=2)C2C=CC3C(=CC=CC=3)C=2C2C3C(=CC=CC=3)C=CC=2P(C2C=CC=CC=2)C2C=CC=CC=2)C=CC=CC=1.CC(C)([O-])C.[Na+]. The catalyst is C1C=CC(/C=C/C(/C=C/C2C=CC=CC=2)=O)=CC=1.C1C=CC(/C=C/C(/C=C/C2C=CC=CC=2)=O)=CC=1.C1C=CC(/C=C/C(/C=C/C2C=CC=CC=2)=O)=CC=1.[Pd].[Pd]. The product is [Cl:25][C:24]1[CH:23]=[C:22]([N:6]2[CH2:7][C@@H:1]3[C@H:5]2[CH2:4][N:3]([C:8]([O:10][CH2:11][C:12]2[CH:17]=[CH:16][CH:15]=[CH:14][CH:13]=2)=[O:9])[CH2:2]3)[CH:21]=[N:20][C:19]=1[Cl:18]. The yield is 0.250. (5) The reactants are [CH3:1][O:2][C:3]1[CH:4]=[C:5]([NH:14][C:15](=[O:29])[C@H:16]([NH:21]C(=O)OC(C)(C)C)[CH2:17][CH:18]([CH3:20])[CH3:19])[CH:6]=[CH:7][C:8]=1[C:9]1[O:13][CH:12]=[N:11][CH:10]=1.C(O)(C(F)(F)F)=O. The catalyst is C(Cl)Cl. The product is [NH2:21][C@H:16]([CH2:17][CH:18]([CH3:20])[CH3:19])[C:15]([NH:14][C:5]1[CH:6]=[CH:7][C:8]([C:9]2[O:13][CH:12]=[N:11][CH:10]=2)=[C:3]([O:2][CH3:1])[CH:4]=1)=[O:29]. The yield is 0.710. (6) The catalyst is C1(C)C=CC=CC=1.[Pd].C1(P(C2C=CC=CC=2)C2C=CC=CC=2)C=CC=CC=1.C1(P(C2C=CC=CC=2)C2C=CC=CC=2)C=CC=CC=1.C1(P(C2C=CC=CC=2)C2C=CC=CC=2)C=CC=CC=1.C1(P(C2C=CC=CC=2)C2C=CC=CC=2)C=CC=CC=1. The product is [CH3:1][O:2][C:3](=[O:19])[C:4]1[CH:9]=[C:8]([CH:20]=[CH2:21])[C:7]([C:11]([F:14])([F:13])[F:12])=[CH:6][C:5]=1[NH:15][C:16](=[O:18])[CH3:17]. The yield is 0.750. The reactants are [CH3:1][O:2][C:3](=[O:19])[C:4]1[CH:9]=[C:8](I)[C:7]([C:11]([F:14])([F:13])[F:12])=[CH:6][C:5]=1[NH:15][C:16](=[O:18])[CH3:17].[CH2:20]([Sn](CCCC)(CCCC)C=C)[CH2:21]CC.O.O.[F-].[K+]. (7) The reactants are [CH3:1][N:2]([CH3:29])[C:3]1([C:22]2[CH:27]=[CH:26][C:25]([F:28])=[CH:24][CH:23]=2)[CH2:8][CH2:7][C:6](=[CH:9][C:10]([NH:12][CH2:13][CH2:14][CH2:15][C:16]2[CH:21]=[CH:20][CH:19]=[CH:18][CH:17]=2)=[O:11])[CH2:5][CH2:4]1.[Cl:30][Si](C)(C)C. The catalyst is CC(CC)=O. The product is [ClH:30].[CH3:29][N:2]([CH3:1])[C:3]1([C:22]2[CH:27]=[CH:26][C:25]([F:28])=[CH:24][CH:23]=2)[CH2:8][CH2:7][C:6](=[CH:9][C:10]([NH:12][CH2:13][CH2:14][CH2:15][C:16]2[CH:17]=[CH:18][CH:19]=[CH:20][CH:21]=2)=[O:11])[CH2:5][CH2:4]1. The yield is 0.650.